This data is from Full USPTO retrosynthesis dataset with 1.9M reactions from patents (1976-2016). The task is: Predict the reactants needed to synthesize the given product. (1) Given the product [C:1]([O:5][C:6](=[O:21])[NH:7][C:8]1[CH:13]=[C:12]([O:14][CH3:15])[C:11]([C:16]([F:19])([F:18])[F:17])=[CH:10][C:9]=1[NH:20][C:27](=[O:26])[CH2:28][C:29]([C:31]1[CH:36]=[CH:35][N:34]=[C:33]([C:37]#[N:38])[CH:32]=1)=[O:30])([CH3:4])([CH3:2])[CH3:3], predict the reactants needed to synthesize it. The reactants are: [C:1]([O:5][C:6](=[O:21])[NH:7][C:8]1[CH:13]=[C:12]([O:14][CH3:15])[C:11]([C:16]([F:19])([F:18])[F:17])=[CH:10][C:9]=1[NH2:20])([CH3:4])([CH3:3])[CH3:2].C([O:26][C:27](=O)[CH2:28][C:29]([C:31]1[CH:36]=[CH:35][N:34]=[C:33]([C:37]#[N:38])[CH:32]=1)=[O:30])(C)(C)C. (2) Given the product [C:17]1([C:2]2[C:3]3[C:8]([C:9]([C:23]4[CH:28]=[CH:27][CH:26]=[CH:25][CH:24]=4)=[C:10]4[C:15]=2[CH:14]=[CH:13][CH:12]=[CH:11]4)=[CH:7][CH:6]=[CH:5][CH:4]=3)[CH:22]=[CH:21][CH:20]=[CH:19][CH:18]=1, predict the reactants needed to synthesize it. The reactants are: Br[C:2]1[C:3]2[C:8]([C:9](Br)=[C:10]3[C:15]=1[CH:14]=[CH:13][CH:12]=[CH:11]3)=[CH:7][CH:6]=[CH:5][CH:4]=2.[CH:17]1[CH:22]=[CH:21][CH:20]=[CH:19][CH:18]=1.[C:23]1(OB(O)O)[CH:28]=[CH:27][CH:26]=[CH:25][CH:24]=1.OO. (3) Given the product [F:25][C:2]([F:1])([F:24])[C:3]1[CH:4]=[C:5]([NH:13][C:14](=[O:23])[C:15]2[CH:20]=[C:19]([I:21])[CH:18]=[CH:17][C:16]=2[O:22][CH2:26][O:27][CH3:28])[CH:6]=[C:7]([C:9]([F:10])([F:11])[F:12])[CH:8]=1, predict the reactants needed to synthesize it. The reactants are: [F:1][C:2]([F:25])([F:24])[C:3]1[CH:4]=[C:5]([NH:13][C:14](=[O:23])[C:15]2[CH:20]=[C:19]([I:21])[CH:18]=[CH:17][C:16]=2[OH:22])[CH:6]=[C:7]([C:9]([F:12])([F:11])[F:10])[CH:8]=1.[CH3:26][O:27][CH2:28]Cl.C(=O)([O-])[O-].[K+].[K+].Cl. (4) Given the product [Br:1][CH2:23][CH2:24][C:25]1[S:29][C:28]([C:30]([O:32][CH:33]([CH3:35])[CH3:34])=[O:31])=[CH:27][CH:26]=1, predict the reactants needed to synthesize it. The reactants are: [Br:1]Br.C1(P(C2C=CC=CC=2)C2C=CC=CC=2)C=CC=CC=1.O[CH2:23][CH2:24][C:25]1[S:29][C:28]([C:30]([O:32][CH:33]([CH3:35])[CH3:34])=[O:31])=[CH:27][CH:26]=1.N1C=CC=CC=1. (5) The reactants are: Cl[S:2]([C:5]1[CH:6]=[C:7]2[C:11](=[CH:12][CH:13]=1)[NH:10][C:9](=[O:14])[CH2:8]2)(=[O:4])=[O:3].[Zn:15].O1CCCC1. Given the product [Zn:15].[S:2](=[C:5]1[CH:13]=[CH:12][C:11]2[NH:10][C:9](=[O:14])[CH2:8][C:7]=2[CH2:6]1)(=[O:3])=[O:4], predict the reactants needed to synthesize it. (6) Given the product [CH3:14][O:15][C:16](=[O:25])[C:17]1[CH:22]=[CH:21][C:20]([CH2:23][S:7][C:1]2[CH:6]=[CH:5][CH:4]=[CH:3][CH:2]=2)=[CH:19][CH:18]=1, predict the reactants needed to synthesize it. The reactants are: [C:1]1([SH:7])[CH:6]=[CH:5][CH:4]=[CH:3][CH:2]=1.CC(C)([O-])C.[K+].[CH3:14][O:15][C:16](=[O:25])[C:17]1[CH:22]=[CH:21][C:20]([CH2:23]Br)=[CH:19][CH:18]=1. (7) Given the product [Br:26][CH2:27][C:28]([NH:12][C:11]1[CH:10]=[CH:9][C:8]([O:1][C:2]2[CH:3]=[CH:4][CH:5]=[CH:6][CH:7]=2)=[CH:14][CH:13]=1)=[O:29], predict the reactants needed to synthesize it. The reactants are: [O:1]([C:8]1[CH:14]=[CH:13][C:11]([NH2:12])=[CH:10][CH:9]=1)[C:2]1[CH:7]=[CH:6][CH:5]=[CH:4][CH:3]=1.C(N(CC)C1C=CC=CC=1)C.[Br:26][CH2:27][C:28](Br)=[O:29].